Dataset: Full USPTO retrosynthesis dataset with 1.9M reactions from patents (1976-2016). Task: Predict the reactants needed to synthesize the given product. (1) Given the product [CH3:41][C:42]1([CH3:43])[C:51]2[CH:52]=[C:47]([NH2:46])[CH:48]=[CH:49][C:50]=2[C:4]([C:3]2[CH:22]=[CH:36][C:37]([NH2:39])=[CH:38][CH:2]=2)([CH3:19])[CH2:5]1.[CH:56]1[C:41]([C:42]([C:43]2[CH:8]=[CH:9][C:10]3[C:17]([O:16][C:14](=[O:15])[C:11]=3[CH:12]=2)=[O:18])=[O:44])=[CH:30][C:29]2[C:28]([O:53][C:59](=[O:60])[C:58]=2[CH:57]=1)=[O:27], predict the reactants needed to synthesize it. The reactants are: C1C(O[C:8]2C=[CH:12][C:11]3[C:14]([O:16][C:17](=[O:18])[C:10]=3[CH:9]=2)=[O:15])=[CH:5][C:4]2[C:19](O[C:22](=O)[C:3]=2[CH:2]=1)=O.[CH3:36][CH:37]([NH2:39])[CH2:38][O:27][CH2:28][CH:29]([O:27][CH2:28][CH:29](O[CH2:36][CH:37]([NH2:39])[CH3:38])[CH3:30])[CH3:30].[CH2:41](O)[CH:42]([OH:44])[CH3:43].[NH2:46][C:47]1[CH:48]=[C:49]([OH:53])[CH:50]=[CH:51][CH:52]=1.CN1[C:59](=[O:60])[CH2:58][CH2:57][CH2:56]1. (2) The reactants are: F[C:2]1[CH:3]=[CH:4][C:5]2[NH:11][CH2:10][CH:9](C)[C:8](=S)[NH:7][C:6]=2[CH:14]=1.[C:15]([NH:18][NH2:19])(=O)C. Given the product [CH:15]1[N:7]2[C:6]3[CH:14]=[CH:2][CH:3]=[CH:4][C:5]=3[N:11]=[CH:10][CH2:9][C:8]2=[N:19][N:18]=1, predict the reactants needed to synthesize it. (3) Given the product [CH3:1][C@@H:2]1[CH2:6][CH2:5][CH2:4][N:3]1[CH2:7][CH2:8][C:9]1[CH:14]=[CH:13][C:12]([C:15]2[CH:16]=[CH:17][C:18]([C:21]3([C:26]([NH:30][CH2:31][CH2:32][CH2:33][C:34]([O:36][CH3:37])=[O:35])=[O:27])[CH2:25][CH2:24][CH2:23][CH2:22]3)=[CH:19][CH:20]=2)=[CH:11][CH:10]=1, predict the reactants needed to synthesize it. The reactants are: [CH3:1][C@@H:2]1[CH2:6][CH2:5][CH2:4][N:3]1[CH2:7][CH2:8][C:9]1[CH:14]=[CH:13][C:12]([C:15]2[CH:20]=[CH:19][C:18]([C:21]3([C:26](O)=[O:27])[CH2:25][CH2:24][CH2:23][CH2:22]3)=[CH:17][CH:16]=2)=[CH:11][CH:10]=1.Cl.[NH2:30][CH2:31][CH2:32][CH2:33][C:34]([O:36][CH3:37])=[O:35].CN(C(ON1N=NC2C=CC=NC1=2)=[N+](C)C)C.F[P-](F)(F)(F)(F)F.Cl.